This data is from CYP2D6 inhibition data for predicting drug metabolism from PubChem BioAssay. The task is: Regression/Classification. Given a drug SMILES string, predict its absorption, distribution, metabolism, or excretion properties. Task type varies by dataset: regression for continuous measurements (e.g., permeability, clearance, half-life) or binary classification for categorical outcomes (e.g., BBB penetration, CYP inhibition). Dataset: cyp2d6_veith. The compound is CCCCN1C(=O)C(NC(=O)CC(C)C)(C(F)(F)F)C2=C1CC(C)(C)CC2=O. The result is 0 (non-inhibitor).